This data is from NCI-60 drug combinations with 297,098 pairs across 59 cell lines. The task is: Regression. Given two drug SMILES strings and cell line genomic features, predict the synergy score measuring deviation from expected non-interaction effect. Drug 1: C1=CC(=C2C(=C1NCCNCCO)C(=O)C3=C(C=CC(=C3C2=O)O)O)NCCNCCO. Drug 2: COC1=NC(=NC2=C1N=CN2C3C(C(C(O3)CO)O)O)N. Cell line: NCI-H322M. Synergy scores: CSS=17.2, Synergy_ZIP=-3.24, Synergy_Bliss=1.74, Synergy_Loewe=-50.1, Synergy_HSA=1.14.